From a dataset of Catalyst prediction with 721,799 reactions and 888 catalyst types from USPTO. Predict which catalyst facilitates the given reaction. (1) Product: [C:21]([C:19]1[CH:20]=[C:12]([NH:11][C:2](=[O:3])[O:4][C:5]2[CH:10]=[CH:9][CH:8]=[CH:7][CH:6]=2)[CH:13]=[C:14]([C:15](=[O:16])[NH2:17])[CH:18]=1)([CH3:24])([CH3:22])[CH3:23]. The catalyst class is: 677. Reactant: Cl[C:2]([O:4][C:5]1[CH:10]=[CH:9][CH:8]=[CH:7][CH:6]=1)=[O:3].[NH2:11][C:12]1[CH:13]=[C:14]([CH:18]=[C:19]([C:21]([CH3:24])([CH3:23])[CH3:22])[CH:20]=1)[C:15]([NH2:17])=[O:16].C([O-])(O)=O.[Na+]. (2) Reactant: [F:1][CH:2]([F:12])[C:3]1[CH:11]=[CH:10][C:6]([C:7](O)=[O:8])=[CH:5][CH:4]=1.C(Cl)(=O)C([Cl:16])=O.CN(C=O)C. Product: [F:1][CH:2]([F:12])[C:3]1[CH:11]=[CH:10][C:6]([C:7]([Cl:16])=[O:8])=[CH:5][CH:4]=1. The catalyst class is: 2. (3) Reactant: [CH3:1][O:2][C:3]1[CH:22]=[CH:21][C:6]([CH2:7][N:8]2[C:12]3[N:13]=[CH:14][C:15]4[CH2:16][NH:17][CH2:18][CH2:19][C:20]=4[C:11]=3[CH:10]=[N:9]2)=[CH:5][CH:4]=1.[Cl:23][C:24](Cl)([O:26]C(=O)OC(Cl)(Cl)Cl)Cl.C(N(CC)CC)C. Product: [CH3:1][O:2][C:3]1[CH:4]=[CH:5][C:6]([CH2:7][N:8]2[C:12]3[N:13]=[CH:14][C:15]4[CH2:16][N:17]([C:24]([Cl:23])=[O:26])[CH2:18][CH2:19][C:20]=4[C:11]=3[CH:10]=[N:9]2)=[CH:21][CH:22]=1. The catalyst class is: 1. (4) Reactant: [CH3:1][Mg+].[Br-].[Cl:4][C:5]1[CH:10]=[C:9]([Cl:11])[CH:8]=[CH:7][C:6]=1[CH2:12][O:13][C@@H:14]1[C@@H:20]([CH2:21][O:22][CH2:23][C:24]2[CH:29]=[CH:28][C:27]([Cl:30])=[CH:26][C:25]=2[Cl:31])[O:19][C@H:16]([O:17][CH3:18])[C:15]1=[O:32]. Product: [Cl:4][C:5]1[CH:10]=[C:9]([Cl:11])[CH:8]=[CH:7][C:6]=1[CH2:12][O:13][C@@H:14]1[C@@H:20]([CH2:21][O:22][CH2:23][C:24]2[CH:29]=[CH:28][C:27]([Cl:30])=[CH:26][C:25]=2[Cl:31])[O:19][C@H:16]([O:17][CH3:18])[C@:15]1([CH3:1])[OH:32]. The catalyst class is: 28. (5) Reactant: Br[CH2:2][C:3]1[S:11][C:10]2[C:9]([N:12]3[CH2:17][CH2:16][O:15][CH2:14][CH2:13]3)=[N:8][C:7]([Cl:18])=[N:6][C:5]=2[CH:4]=1.[O:19]1[CH2:24][CH2:23][CH:22]([N:25]2[CH2:30][CH2:29][NH:28][CH2:27][C:26]2=[O:31])[CH2:21][CH2:20]1.C(=O)([O-])[O-].[K+].[K+]. Product: [Cl:18][C:7]1[N:8]=[C:9]([N:12]2[CH2:17][CH2:16][O:15][CH2:14][CH2:13]2)[C:10]2[S:11][C:3]([CH2:2][N:28]3[CH2:29][CH2:30][N:25]([CH:22]4[CH2:21][CH2:20][O:19][CH2:24][CH2:23]4)[C:26](=[O:31])[CH2:27]3)=[CH:4][C:5]=2[N:6]=1. The catalyst class is: 18. (6) Reactant: [Cl:1][C:2]1[CH:7]=[C:6]([O:8][C:9]2[CH:14]=[CH:13][C:12]([Cl:15])=[CH:11][CH:10]=2)[CH:5]=[CH:4][C:3]=1[C:16](=[O:26])[CH:17]([N:21]1[CH:25]=[N:24][CH:23]=[N:22]1)[CH2:18][CH:19]=[CH2:20].B1C2CCCC1CCC2.[OH-:36].[Na+].OO. Product: [Cl:1][C:2]1[CH:7]=[C:6]([O:8][C:9]2[CH:14]=[CH:13][C:12]([Cl:15])=[CH:11][CH:10]=2)[CH:5]=[CH:4][C:3]=1[C:16]1([OH:36])[CH:17]([N:21]2[CH:25]=[N:24][CH:23]=[N:22]2)[CH2:18][CH2:19][CH2:20][O:26]1. The catalyst class is: 680.